Predict which catalyst facilitates the given reaction. From a dataset of Catalyst prediction with 721,799 reactions and 888 catalyst types from USPTO. (1) Reactant: [H-].C([Al+]CC(C)C)C(C)C.[F:11]/[C:12](=[C:18](/[C:20]1[CH:29]=[C:28]2[C:23]([C:24]([CH3:34])([CH3:33])[CH2:25][CH:26]=[C:27]2[CH:30]([CH3:32])[CH3:31])=[CH:22][C:21]=1[O:35][CH2:36][CH3:37])\[CH3:19])/[C:13](OCC)=[O:14]. Product: [F:11]/[C:12](=[C:18](/[C:20]1[CH:29]=[C:28]2[C:23]([C:24]([CH3:34])([CH3:33])[CH2:25][CH:26]=[C:27]2[CH:30]([CH3:32])[CH3:31])=[CH:22][C:21]=1[O:35][CH2:36][CH3:37])\[CH3:19])/[CH2:13][OH:14]. The catalyst class is: 1. (2) Reactant: II.Br[CH2:4][CH2:5][CH:6]1[O:10][CH2:9][CH2:8][O:7]1.[CH3:11][C:12]1[CH:19]=[CH:18][CH:17]=[CH:16][C:13]=1[CH:14]=[O:15]. Product: [O:7]1[CH2:8][CH2:9][O:10][CH:6]1[CH2:5][CH2:4][CH:14]([C:13]1[CH:16]=[CH:17][CH:18]=[CH:19][C:12]=1[CH3:11])[OH:15]. The catalyst class is: 1. (3) Reactant: [Br:1][C:2]1[CH:3]=[C:4]([N+:16]([O-])=O)[C:5]([C:8]2[CH:13]=[CH:12][C:11]([S:14][CH3:15])=[CH:10][CH:9]=2)=[N:6][CH:7]=1.C1(P(C2C=CC=CC=2)CCP(C2C=CC=CC=2)C2C=CC=CC=2)C=CC=CC=1. Product: [Br:1][C:2]1[CH:7]=[N:6][C:5]2[C:8]3[CH:13]=[CH:12][C:11]([S:14][CH3:15])=[CH:10][C:9]=3[NH:16][C:4]=2[CH:3]=1. The catalyst class is: 262. (4) Reactant: Cl[C:2]1[N:7]=[C:6]([CH3:8])[C:5]([CH:9]([CH2:14][CH2:15][CH3:16])[C:10]([O:12][CH3:13])=[O:11])=[C:4]([C:17]2[CH:22]=[CH:21][C:20]([CH3:23])=[CH:19][CH:18]=2)[N:3]=1.[CH2:24]1[C:33]2[C:28](=[CH:29][CH:30]=[CH:31][CH:32]=2)[CH2:27][CH2:26][NH:25]1.C(N(CC)CC)C. Product: [CH2:24]1[C:33]2[C:28](=[CH:29][CH:30]=[CH:31][CH:32]=2)[CH2:27][CH2:26][N:25]1[C:2]1[N:7]=[C:6]([CH3:8])[C:5]([CH:9]([CH2:14][CH2:15][CH3:16])[C:10]([O:12][CH3:13])=[O:11])=[C:4]([C:17]2[CH:22]=[CH:21][C:20]([CH3:23])=[CH:19][CH:18]=2)[N:3]=1. The catalyst class is: 7. (5) Reactant: [CH3:1][O:2][C:3]1[CH:8]=[CH:7][C:6]([NH:9][C:10]2[C:19]3[C:14](=[CH:15][CH:16]=[C:17]([C:20](=[O:23])[NH:21][CH3:22])[CH:18]=3)[N:13]=[CH:12][C:11]=2[C:24]([OH:26])=[O:25])=[CH:5][CH:4]=1.Cl.[CH2:28]([N:30]=[C:31]=[N:32][CH2:33][CH2:34]CN(C)C)[CH3:29].OC1C2N=NNC=2C=CC=1.C(N(CC)CC)C.OCCC1NC=CN=1. Product: [CH3:1][O:2][C:3]1[CH:8]=[CH:7][C:6]([NH:9][C:10]2[C:19]3[C:14](=[CH:15][CH:16]=[C:17]([C:20](=[O:23])[NH:21][CH3:22])[CH:18]=3)[N:13]=[CH:12][C:11]=2[C:24]([O:26][CH2:34][CH2:33][N:32]2[CH:29]=[CH:28][N:30]=[CH:31]2)=[O:25])=[CH:5][CH:4]=1. The catalyst class is: 7. (6) Reactant: [NH:1]1[C:9]2[C:4](=[CH:5][CH:6]=[CH:7][CH:8]=2)[C:3]([CH2:10][C@H:11]([NH:13][CH2:14][C:15]([F:18])([CH3:17])[CH3:16])[CH3:12])=[CH:2]1.[CH:19]([C:21]1[CH:26]=[CH:25][C:24](/[CH:27]=[CH:28]/[C:29]([O:31][CH3:32])=[O:30])=[CH:23][CH:22]=1)=O. Product: [F:18][C:15]([CH3:17])([CH3:16])[CH2:14][N:13]1[C@H:11]([CH3:12])[CH2:10][C:3]2[C:4]3[C:9](=[CH:8][CH:7]=[CH:6][CH:5]=3)[NH:1][C:2]=2[C@H:19]1[C:21]1[CH:22]=[CH:23][C:24](/[CH:27]=[CH:28]/[C:29]([O:31][CH3:32])=[O:30])=[CH:25][CH:26]=1. The catalyst class is: 11. (7) Product: [Cl:54][C:50]1[CH:51]=[CH:52][CH:53]=[C:26]([Cl:25])[C:27]=1[C:28]([NH:30][C@H:31]([C:46]([OH:48])=[O:47])[CH2:32][C:33]1[CH:34]=[CH:35][C:36]([O:39][CH:40]2[CH2:45][CH2:44][N:43]([C:55](=[O:57])[CH3:56])[CH2:42][CH2:41]2)=[CH:37][CH:38]=1)=[O:29]. Reactant: CN(C(ON1N=NC2C=CC=NC1=2)=[N+](C)C)C.F[P-](F)(F)(F)(F)F.[Cl:25][C:26]1[CH:53]=[CH:52][CH:51]=[C:50]([Cl:54])[C:27]=1[C:28]([NH:30][C@H:31]([C:46]([O:48]C)=[O:47])[CH2:32][C:33]1[CH:38]=[CH:37][C:36]([O:39][CH:40]2[CH2:45][CH2:44][NH:43][CH2:42][CH2:41]2)=[CH:35][CH:34]=1)=[O:29].[C:55](O)(=[O:57])[CH3:56].C(N(CC)CC)C. The catalyst class is: 3. (8) Reactant: [Cl:1][C:2]1[CH:3]=[C:4]2[CH:10]=[C:9]([C:11]([NH:13][C@@H:14]([CH2:18][C:19]3[CH:24]=[CH:23][C:22]([F:25])=[CH:21][CH:20]=3)[C:15]([OH:17])=O)=[O:12])[NH:8][C:5]2=[CH:6][N:7]=1.CN(C(ON1N=NC2C=CC=NC1=2)=[N+](C)C)C.F[P-](F)(F)(F)(F)F.[CH2:50]1[O:59][C:53]2([CH2:58][CH2:57][NH:56][CH2:55][CH2:54]2)[O:52][CH2:51]1.CCN(C(C)C)C(C)C. Product: [O:52]1[C:53]2([CH2:58][CH2:57][N:56]([C:15](=[O:17])[C@@H:14]([NH:13][C:11]([C:9]3[NH:8][C:5]4=[CH:6][N:7]=[C:2]([Cl:1])[CH:3]=[C:4]4[CH:10]=3)=[O:12])[CH2:18][C:19]3[CH:20]=[CH:21][C:22]([F:25])=[CH:23][CH:24]=3)[CH2:55][CH2:54]2)[O:59][CH2:50][CH2:51]1. The catalyst class is: 3.